From a dataset of Full USPTO retrosynthesis dataset with 1.9M reactions from patents (1976-2016). Predict the reactants needed to synthesize the given product. (1) Given the product [F:31][C:32]([F:37])([F:36])[C:33]([OH:35])=[O:34].[CH2:1]([O:3][C:4]([C:6]1[S:7][C:8]([S:29][CH3:30])=[C:9]([C:27]#[N:28])[C:10]=1[C:11]1[CH:16]=[CH:15][C:14]([O:17][CH2:18][CH2:19][NH2:20])=[CH:13][CH:12]=1)=[O:5])[CH3:2], predict the reactants needed to synthesize it. The reactants are: [CH2:1]([O:3][C:4]([C:6]1[S:7][C:8]([S:29][CH3:30])=[C:9]([C:27]#[N:28])[C:10]=1[C:11]1[CH:16]=[CH:15][C:14]([O:17][CH2:18][CH2:19][NH:20]C(=O)C(C)(C)C)=[CH:13][CH:12]=1)=[O:5])[CH3:2].[F:31][C:32]([F:37])([F:36])[C:33]([OH:35])=[O:34]. (2) Given the product [N:1]1([C:6]2[N:10]3[CH2:11][CH2:12][NH:13][CH2:14][C:9]3=[N:8][N:7]=2)[CH:5]=[CH:4][CH:3]=[N:2]1, predict the reactants needed to synthesize it. The reactants are: [N:1]1([C:6]2[N:10]3[CH2:11][CH2:12][N:13](C(OC(C)(C)C)=O)[CH2:14][C:9]3=[N:8][N:7]=2)[CH:5]=[CH:4][CH:3]=[N:2]1.Cl. (3) Given the product [Br:1][C:2]1[CH:7]=[C:6]([F:8])[CH:5]=[CH:4][C:3]=1[CH:9]1[N:10]=[C:11]([C:22]2[S:23][CH:24]=[C:25]([CH2:27][C:28]([O:30][CH3:31])=[O:29])[N:26]=2)[NH:12][C:13]([CH2:20][N:32]2[CH2:37][CH2:36][O:35][CH2:34][C@H:33]2[C:38]([OH:40])=[O:39])=[C:14]1[C:15]([O:17][CH2:18][CH3:19])=[O:16], predict the reactants needed to synthesize it. The reactants are: [Br:1][C:2]1[CH:7]=[C:6]([F:8])[CH:5]=[CH:4][C:3]=1[CH:9]1[C:14]([C:15]([O:17][CH2:18][CH3:19])=[O:16])=[C:13]([CH2:20]Br)[NH:12][C:11]([C:22]2[S:23][CH:24]=[C:25]([CH2:27][C:28]([O:30][CH3:31])=[O:29])[N:26]=2)=[N:10]1.[NH:32]1[CH2:37][CH2:36][O:35][CH2:34][C@H:33]1[C:38]([OH:40])=[O:39]. (4) Given the product [O:28]=[S:2]1(=[O:1])[C:7]2[CH:8]=[CH:9][CH:10]=[CH:11][C:6]=2[NH:5][C:4]([C:12]2[C:17](=[O:18])[N:16]([NH:19][CH2:20][C:21]3[CH:22]=[CH:37][CH:36]=[C:35]([O:34][CH3:38])[CH:23]=3)[C:15]3[CH:24]=[CH:25][S:26][C:14]=3[C:13]=2[OH:27])=[N:3]1, predict the reactants needed to synthesize it. The reactants are: [O:1]=[S:2]1(=[O:28])[C:7]2[CH:8]=[CH:9][CH:10]=[CH:11][C:6]=2[NH:5][C:4]([C:12]2[C:17](=[O:18])[N:16]([N:19]=[CH:20][CH:21]([CH3:23])[CH3:22])[C:15]3[CH:24]=[CH:25][S:26][C:14]=3[C:13]=2[OH:27])=[N:3]1.CO.[BH4-].[Li+].Cl.[O:34]1[CH2:38][CH2:37][CH2:36][CH2:35]1. (5) Given the product [NH2:29][C:27](=[O:28])[CH2:26][NH:25][C:12]1[NH:13][C:14](=[O:19])[C:15]([C:16]([NH2:18])=[O:17])=[C:10]([NH:9][C:4]2[CH:5]=[C:6]([CH3:8])[CH:7]=[C:2]([CH3:1])[CH:3]=2)[N:11]=1, predict the reactants needed to synthesize it. The reactants are: [CH3:1][C:2]1[CH:3]=[C:4]([NH:9][C:10]2[N:11]=[C:12](S(CC)=O)[NH:13][C:14](=[O:19])[C:15]=2[C:16]([NH2:18])=[O:17])[CH:5]=[C:6]([CH3:8])[CH:7]=1.Cl.[NH2:25][CH2:26][C:27]([NH2:29])=[O:28]. (6) Given the product [Cl:1][C:2]1[CH:7]=[CH:6][N:5]=[C:4]([C:8]2[CH:12]=[CH:11][S:10][C:9]=2[CH2:13][N:17]([CH3:18])[CH3:16])[CH:3]=1, predict the reactants needed to synthesize it. The reactants are: [Cl:1][C:2]1[CH:7]=[CH:6][N:5]=[C:4]([C:8]2[CH:12]=[CH:11][S:10][C:9]=2[CH:13]=O)[CH:3]=1.O.[CH3:16][NH:17][CH3:18].C(O[BH-](OC(=O)C)OC(=O)C)(=O)C.[Na+].